This data is from Reaction yield outcomes from USPTO patents with 853,638 reactions. The task is: Predict the reaction yield, written as a fraction of the theoretical maximum amount of product (1.0 means a 100% yield; for example, 0.34 means a 34% yield). (1) The reactants are [O:1]=[C:2]1[CH:7]=[CH:6][CH:5]=[CH:4][N:3]1[C:8]1[CH:13]=[CH:12][C:11]([N:14]2[CH2:19][CH2:18][N:17]([CH2:20][CH2:21][CH2:22][C:23]([C:25]3[C:33]4[C:28](=[CH:29][CH:30]=[C:31]([C:34]#[N:35])[CH:32]=4)[NH:27][CH:26]=3)=[O:24])[CH2:16][CH2:15]2)=[CH:10][CH:9]=1.[BH4-].[Na+]. The catalyst is O1CCCC1. The product is [OH:24][CH:23]([C:25]1[C:33]2[C:28](=[CH:29][CH:30]=[C:31]([C:34]#[N:35])[CH:32]=2)[NH:27][CH:26]=1)[CH2:22][CH2:21][CH2:20][N:17]1[CH2:18][CH2:19][N:14]([C:11]2[CH:10]=[CH:9][C:8]([N:3]3[CH:4]=[CH:5][CH:6]=[CH:7][C:2]3=[O:1])=[CH:13][CH:12]=2)[CH2:15][CH2:16]1. The yield is 0.350. (2) The reactants are C(OC(=O)[NH:6][C:7]1[CH:12]=[CH:11][CH:10]=[C:9]([C:13]2[N:14]=[C:15]([NH:25][CH2:26][CH3:27])[S:16][C:17]=2[C:18]2[CH:23]=[CH:22][N:21]=[C:20](Cl)[N:19]=2)[CH:8]=1)C=C.[Cl-].[F:30][C:31]1[CH:32]=[C:33]([NH3+:45])[CH:34]=[CH:35][C:36]=1[O:37][CH2:38][CH2:39][N:40]1[CH2:44][CH2:43][CH2:42][CH2:41]1.CC(C)(C)C(=S)N.CCCC[N+](CCCC)(CCCC)CCCC.[F-].C1COCC1. The catalyst is CC(O)C.CCOC(C)=O. The product is [NH2:6][C:7]1[CH:8]=[C:9]([C:13]2[N:14]=[C:15]([NH:25][CH2:26][CH3:27])[S:16][C:17]=2[C:18]2[CH:23]=[CH:22][N:21]=[C:20]([NH:45][C:33]3[CH:34]=[CH:35][C:36]([O:37][CH2:38][CH2:39][N:40]4[CH2:41][CH2:42][CH2:43][CH2:44]4)=[C:31]([F:30])[CH:32]=3)[N:19]=2)[CH:10]=[CH:11][CH:12]=1. The yield is 0.830. (3) The reactants are [F:1][C:2]1[CH:19]=[C:18]([N+:20]([O-])=O)[C:17]([F:23])=[CH:16][C:3]=1[O:4][C:5]1[CH:10]=[CH:9][N:8]=[C:7]([NH:11][C:12](=[O:15])[CH2:13][CH3:14])[CH:6]=1.[NH4+].[Cl-]. The catalyst is CCO.O.[Fe]. The product is [NH2:20][C:18]1[C:17]([F:23])=[CH:16][C:3]([O:4][C:5]2[CH:10]=[CH:9][N:8]=[C:7]([NH:11][C:12](=[O:15])[CH2:13][CH3:14])[CH:6]=2)=[C:2]([F:1])[CH:19]=1. The yield is 0.705. (4) The reactants are [CH2:1]([CH:8]1[CH2:13][CH2:12][NH:11][CH2:10][CH2:9]1)[C:2]1[CH:7]=[CH:6][CH:5]=[CH:4][CH:3]=1.[CH:14]([CH:16]=[CH2:17])=O.[NH2:18][C:19]1[CH:23]=[C:22]([CH3:24])[O:21][N:20]=1.C(O[BH-](OC(=O)C)OC(=O)C)(=O)C.[Na+].[OH-].[Na+]. The catalyst is C1COCC1.C1CCN2C(=NCCC2)CC1. The product is [CH2:1]([CH:8]1[CH2:13][CH2:12][N:11]([CH2:14][CH2:16][CH2:17][NH:18][C:19]2[CH:23]=[C:22]([CH3:24])[O:21][N:20]=2)[CH2:10][CH2:9]1)[C:2]1[CH:7]=[CH:6][CH:5]=[CH:4][CH:3]=1. The yield is 0.370. (5) The reactants are Cl.[C:2]1(=[O:12])[C:6]2([CH2:11][CH2:10][CH2:9][NH:8][CH2:7]2)[CH2:5][CH2:4][NH:3]1.C(N(CC)CC)C.[F:20][C:21]([F:33])([F:32])[C:22]1[CH:27]=[CH:26][C:25]([S:28](Cl)(=[O:30])=[O:29])=[CH:24][CH:23]=1. The catalyst is ClCCl. The product is [F:33][C:21]([F:20])([F:32])[C:22]1[CH:23]=[CH:24][C:25]([S:28]([N:8]2[CH2:9][CH2:10][CH2:11][C:6]3([C:2](=[O:12])[NH:3][CH2:4][CH2:5]3)[CH2:7]2)(=[O:30])=[O:29])=[CH:26][CH:27]=1. The yield is 0.0800. (6) The reactants are [O:1]1[C:6]2[CH:7]=[CH:8][C:9]([CH2:11]O)=[CH:10][C:5]=2[O:4][CH2:3][CH2:2]1.O=S(Cl)[Cl:15]. No catalyst specified. The yield is 0.880. The product is [Cl:15][CH2:11][C:9]1[CH:8]=[CH:7][C:6]2[O:1][CH2:2][CH2:3][O:4][C:5]=2[CH:10]=1. (7) The reactants are Cl[C:2]1[N:7]=[CH:6][C:5]([C:8](=[O:10])[CH3:9])=[CH:4][CH:3]=1.[CH3:11][C:12]1[N:13]=[CH:14][NH:15][CH:16]=1.C([O-])([O-])=O.[K+].[K+]. The catalyst is CS(C)=O. The product is [CH3:11][C:12]1[N:13]=[CH:14][N:15]([C:2]2[N:7]=[CH:6][C:5]([C:8](=[O:10])[CH3:9])=[CH:4][CH:3]=2)[CH:16]=1. The yield is 0.670. (8) The reactants are Br[CH2:2][C:3]1[CH:12]=[CH:11][C:6]([C:7]([O:9][CH3:10])=[O:8])=[CH:5][C:4]=1[C:13]([F:16])([F:15])[F:14].[CH2:17]([N:19]1[CH2:24][CH2:23][NH:22][CH2:21][CH2:20]1)[CH3:18].C(=O)([O-])[O-].[Cs+].[Cs+]. The catalyst is CN(C)C=O. The product is [CH2:17]([N:19]1[CH2:24][CH2:23][N:22]([CH2:2][C:3]2[CH:12]=[CH:11][C:6]([C:7]([O:9][CH3:10])=[O:8])=[CH:5][C:4]=2[C:13]([F:16])([F:15])[F:14])[CH2:21][CH2:20]1)[CH3:18]. The yield is 0.990. (9) The reactants are [CH2:1]([NH:8][C:9](=[O:25])[C:10]1[C:15]([O:16][CH2:17][C:18]2[CH:23]=[CH:22][CH:21]=[CH:20][CH:19]=2)=[CH:14][CH:13]=[C:12](Br)[N:11]=1)[C:2]1[CH:7]=[CH:6][CH:5]=[CH:4][CH:3]=1.[F:26][C:27]1[CH:32]=[CH:31][C:30]([C:33]2[O:34][C:35]3[CH:45]=[C:44]([N:46]([CH3:51])[S:47]([CH3:50])(=[O:49])=[O:48])[C:43](B4OC(C)(C)C(C)(C)O4)=[CH:42][C:36]=3[C:37]=2[C:38]([NH:40][CH3:41])=[O:39])=[CH:29][CH:28]=1.CC(C1C=C(C(C)C)C(C2C=CC=CC=2P(C2CCCCC2)C2CCCCC2)=C(C(C)C)C=1)C. The catalyst is O1CCOCC1.O.C1C=CC(/C=C/C(/C=C/C2C=CC=CC=2)=O)=CC=1.C1C=CC(/C=C/C(/C=C/C2C=CC=CC=2)=O)=CC=1.C1C=CC(/C=C/C(/C=C/C2C=CC=CC=2)=O)=CC=1.[Pd].[Pd]. The product is [CH2:1]([NH:8][C:9](=[O:25])[C:10]1[C:15]([O:16][CH2:17][C:18]2[CH:23]=[CH:22][CH:21]=[CH:20][CH:19]=2)=[CH:14][CH:13]=[C:12]([C:43]2[C:44]([N:46]([CH3:51])[S:47]([CH3:50])(=[O:49])=[O:48])=[CH:45][C:35]3[O:34][C:33]([C:30]4[CH:31]=[CH:32][C:27]([F:26])=[CH:28][CH:29]=4)=[C:37]([C:38](=[O:39])[NH:40][CH3:41])[C:36]=3[CH:42]=2)[N:11]=1)[C:2]1[CH:7]=[CH:6][CH:5]=[CH:4][CH:3]=1. The yield is 0.617. (10) The reactants are Br[CH2:2][C:3]1[C:11]2[O:10][CH2:9][C:8](=[O:12])[C:7]=2[CH:6]=[C:5]([O:13][CH3:14])[CH:4]=1.[C:15]([O:19][C:20]([N:22]1[CH2:27][CH2:26][NH:25][CH2:24][CH2:23]1)=[O:21])([CH3:18])([CH3:17])[CH3:16].C(N(CC)CC)C. The catalyst is C(Cl)Cl. The product is [CH3:14][O:13][C:5]1[CH:4]=[C:3]([CH2:2][N:25]2[CH2:24][CH2:23][N:22]([C:20]([O:19][C:15]([CH3:18])([CH3:17])[CH3:16])=[O:21])[CH2:27][CH2:26]2)[C:11]2[O:10][CH2:9][C:8](=[O:12])[C:7]=2[CH:6]=1. The yield is 0.140.